From a dataset of Full USPTO retrosynthesis dataset with 1.9M reactions from patents (1976-2016). Predict the reactants needed to synthesize the given product. (1) Given the product [CH3:8][C:9]1([CH3:10])[O:15][CH:13]([CH2:14][OH:7])[CH2:12][CH2:11]1, predict the reactants needed to synthesize it. The reactants are: CC([OH:7])CCC=C.[CH3:8][C:9]([OH:15])([CH2:11][CH2:12][CH:13]=[CH2:14])[CH3:10]. (2) Given the product [CH3:1][O:2][C:3]1[CH:8]=[CH:7][C:6]([O:9][C:11]2[CH:16]=[CH:15][C:14]([CH3:17])=[CH:13][C:12]=2[N+:18]([O-:20])=[O:19])=[CH:5][CH:4]=1, predict the reactants needed to synthesize it. The reactants are: [CH3:1][O:2][C:3]1[CH:8]=[CH:7][C:6]([OH:9])=[CH:5][CH:4]=1.F[C:11]1[CH:16]=[CH:15][C:14]([CH3:17])=[CH:13][C:12]=1[N+:18]([O-:20])=[O:19].C1(C=CC(O)=CC=1)O. (3) The reactants are: [Cl:1][C:2]1[CH:7]=[C:6]([CH2:8][CH3:9])[N+:5]([O-])=[C:4]([O:11][C:12]2[C:17]([CH3:18])=[CH:16][C:15]([CH3:19])=[CH:14][C:13]=2[CH3:20])[C:3]=1[CH3:21].P(Cl)(Cl)Cl. Given the product [Cl:1][C:2]1[CH:7]=[C:6]([CH2:8][CH3:9])[N:5]=[C:4]([O:11][C:12]2[C:17]([CH3:18])=[CH:16][C:15]([CH3:19])=[CH:14][C:13]=2[CH3:20])[C:3]=1[CH3:21], predict the reactants needed to synthesize it. (4) The reactants are: [Br:1][C:2]1[CH:10]=[CH:9][CH:8]=[C:7]2[C:3]=1[CH:4]=[N:5][NH:6]2.[CH2:11](Br)[C:12]1[CH:17]=[CH:16][CH:15]=[CH:14][CH:13]=1.CN(C=O)C. Given the product [CH2:11]([N:5]1[CH:4]=[C:3]2[C:7]([CH:8]=[CH:9][CH:10]=[C:2]2[Br:1])=[N:6]1)[C:12]1[CH:17]=[CH:16][CH:15]=[CH:14][CH:13]=1, predict the reactants needed to synthesize it. (5) Given the product [ClH:36].[ClH:36].[Br:1][C:2]1[CH:3]=[C:4]([O:27][C:28]2[CH:33]=[CH:32][CH:31]=[CH:30][CH:29]=2)[C:5]([NH:8][C:9]2[S:10][CH:11]=[C:12]([CH:14]3[CH2:19][CH2:18][NH:17][CH2:16][CH2:15]3)[N:13]=2)=[N:6][CH:7]=1, predict the reactants needed to synthesize it. The reactants are: [Br:1][C:2]1[CH:3]=[C:4]([O:27][C:28]2[CH:33]=[CH:32][CH:31]=[CH:30][CH:29]=2)[C:5]([NH:8][C:9]2[S:10][CH:11]=[C:12]([CH:14]3[CH2:19][CH2:18][N:17](C(OC(C)(C)C)=O)[CH2:16][CH2:15]3)[N:13]=2)=[N:6][CH:7]=1.CO.[ClH:36]. (6) Given the product [Cl:1][C:2]1[C:3]([CH3:26])=[C:4]([CH:13]2[CH2:18][CH2:17][N:16]([C:19]([O:21][C:22]([CH3:25])([CH3:24])[CH3:23])=[O:20])[CH2:15][CH2:14]2)[C:5]([O:11][CH3:12])=[C:6]([CH:8]([Cl:29])[CH3:9])[CH:7]=1, predict the reactants needed to synthesize it. The reactants are: [Cl:1][C:2]1[C:3]([CH3:26])=[C:4]([CH:13]2[CH2:18][CH2:17][N:16]([C:19]([O:21][C:22]([CH3:25])([CH3:24])[CH3:23])=[O:20])[CH2:15][CH2:14]2)[C:5]([O:11][CH3:12])=[C:6]([CH:8](O)[CH3:9])[CH:7]=1.N1C(Cl)=NC(Cl)=NC=1[Cl:29]. (7) Given the product [NH2:10][C:11]1[C:15]2=[N:16][CH:17]=[C:18]([C:1]3[CH:6]=[CH:5][CH:4]=[CH:3][CH:2]=3)[CH:19]=[C:14]2[S:13][C:12]=1[C:21]([O:23][CH3:24])=[O:22], predict the reactants needed to synthesize it. The reactants are: [C:1]1(B(O)O)[CH:6]=[CH:5][CH:4]=[CH:3][CH:2]=1.[NH2:10][C:11]1[C:15]2=[N:16][CH:17]=[C:18](Br)[CH:19]=[C:14]2[S:13][C:12]=1[C:21]([O:23][CH3:24])=[O:22].CCN(C(C)C)C(C)C.O1CCOCC1.O. (8) Given the product [NH2:1][C:2]1[C:3]2[C:10]([C:11]3[CH:12]=[CH:13][C:14]([O:17][C:18]4[CH:23]=[CH:22][CH:21]=[CH:20][CH:19]=4)=[CH:15][CH:16]=3)=[CH:9][N:8]([CH:28]3[CH2:29][CH2:30][O:26][CH2:27]3)[C:4]=2[N:5]=[CH:6][N:7]=1, predict the reactants needed to synthesize it. The reactants are: [NH2:1][C:2]1[C:3]2[C:10]([C:11]3[CH:16]=[CH:15][C:14]([O:17][C:18]4[CH:23]=[CH:22][CH:21]=[CH:20][CH:19]=4)=[CH:13][CH:12]=3)=[CH:9][NH:8][C:4]=2[N:5]=[CH:6][N:7]=1.[H-].[Na+].[O:26]1[CH2:30][CH2:29][C@@H:28](C2C=C(S([O-])(=O)=O)C(C)=CC=2)[CH2:27]1.C(OCC)(=O)C.C(N(CC)CC)C.CO. (9) Given the product [N+:1]([C:4]1[CH:5]=[C:6]2[C:11](=[CH:12][C:13]=1[Cl:14])[N:10]=[CH:9][N:8]=[C:7]2[Cl:18])([O-:3])=[O:2], predict the reactants needed to synthesize it. The reactants are: [N+:1]([C:4]1[CH:5]=[C:6]2[C:11](=[CH:12][C:13]=1[Cl:14])[NH:10][C:9](=O)[N:8]=[CH:7]2)([O-:3])=[O:2].P(Cl)(Cl)([Cl:18])=O. (10) Given the product [ClH:10].[Cl:21][C:16]1[CH:17]=[C:18]2[C:13](=[CH:14][CH:15]=1)[N:12]=[C:11]([N:7]1[CH2:8][CH2:9][N:4]([CH:1]([CH3:3])[CH3:2])[CH2:5][CH2:6]1)[CH:20]=[CH:19]2, predict the reactants needed to synthesize it. The reactants are: [CH:1]([N:4]1[CH2:9][CH2:8][NH:7][CH2:6][CH2:5]1)([CH3:3])[CH3:2].[Cl:10][C:11]1[CH:20]=[CH:19][C:18]2[C:13](=[CH:14][CH:15]=[C:16]([Cl:21])[CH:17]=2)[N:12]=1.